From a dataset of hERG Central: cardiac toxicity at 1µM, 10µM, and general inhibition. Predict hERG channel inhibition at various concentrations. (1) The molecule is N=c1c2c(-c3ccccc3)c(-c3ccccc3)n(Cc3ccco3)c2ncn1CCO. Results: hERG_inhib (hERG inhibition (general)): blocker. (2) The drug is CCNC(=O)CSc1nnc(-c2ccccc2)n1-c1ccc(OCC)cc1. Results: hERG_inhib (hERG inhibition (general)): blocker. (3) The drug is CCN(CC)CCN(Cc1cc2ccc(C)cc2[nH]c1=O)C(=O)NC1CCCCC1. Results: hERG_inhib (hERG inhibition (general)): blocker. (4) The drug is CCN(CC)c1cc(C)c2cc(NC(=O)c3ccc(Br)o3)ccc2n1. Results: hERG_inhib (hERG inhibition (general)): blocker.